This data is from Full USPTO retrosynthesis dataset with 1.9M reactions from patents (1976-2016). The task is: Predict the reactants needed to synthesize the given product. Given the product [Br:1][C:2]1[CH:7]=[CH:6][C:5]([C:8]2([NH:11][C:23](=[O:24])[O:25][CH2:26][C:27]3[CH:32]=[CH:31][CH:30]=[CH:29][CH:28]=3)[CH2:9][CH2:10]2)=[C:4]([F:12])[CH:3]=1, predict the reactants needed to synthesize it. The reactants are: [Br:1][C:2]1[CH:7]=[CH:6][C:5]([C:8]2([NH2:11])[CH2:10][CH2:9]2)=[C:4]([F:12])[CH:3]=1.CCN(C(C)C)C(C)C.Cl[C:23]([O:25][CH2:26][C:27]1[CH:32]=[CH:31][CH:30]=[CH:29][CH:28]=1)=[O:24].